Dataset: Full USPTO retrosynthesis dataset with 1.9M reactions from patents (1976-2016). Task: Predict the reactants needed to synthesize the given product. (1) Given the product [C:13]1([C:9]2[O:8][N:12]=[C:11]([NH2:6])[CH:10]=2)[CH:18]=[CH:17][CH:16]=[CH:15][CH:14]=1, predict the reactants needed to synthesize it. The reactants are: S(O)(O)(=O)=O.[NH2:6]O.[O:8]=[C:9]([C:13]1[CH:18]=[CH:17][CH:16]=[CH:15][CH:14]=1)[CH2:10][C:11]#[N:12].[OH-].[Na+].Cl. (2) Given the product [C:14]([C@@H:17]1[CH2:22][C@H:21]2[C@H:19]([CH2:20]2)[N:18]1[C:23](=[O:47])[C@@H:24]([NH:36][C:37](=[O:46])[O:38][CH2:39][C:40]1[CH:41]=[CH:42][CH:43]=[CH:44][CH:45]=1)[C:25]12[CH2:32][CH:31]3[CH2:30][CH:29]([CH2:28][C:27]([OH:35])([CH2:33]3)[CH2:26]1)[CH2:34]2)#[N:15], predict the reactants needed to synthesize it. The reactants are: FC(F)(F)C(OC(=O)C(F)(F)F)=O.[C:14]([C@@H:17]1[CH2:22][C@H:21]2[C@H:19]([CH2:20]2)[N:18]1[C:23](=[O:47])[C@@H:24]([NH:36][C:37](=[O:46])[O:38][CH2:39][C:40]1[CH:45]=[CH:44][CH:43]=[CH:42][CH:41]=1)[C:25]12[CH2:34][CH:29]3[CH2:30][CH:31]([CH2:33][C:27]([OH:35])([CH2:28]3)[CH2:26]1)[CH2:32]2)(=O)[NH2:15].C(OCC)(=O)C1C=CC=NC=1.C(=O)([O-])[O-].[K+].[K+]. (3) Given the product [C:1]([O:5][C:6]([N:8]1[CH2:13][C@@H:12]([N:14]([CH2:49][CH2:50][N:51]2[C:52](=[O:61])[C:53]3[C:58](=[CH:57][CH:56]=[CH:55][CH:54]=3)[C:59]2=[O:60])[S:15]([C:18]2[CH:23]=[CH:22][CH:21]=[CH:20][C:19]=2[N+:24]([O-:26])=[O:25])(=[O:17])=[O:16])[CH2:11][C@@H:10]([C:27](=[O:47])[N:28]([CH:44]2[CH2:46][CH2:45]2)[CH2:29][C:30]2[C:38]3[C:33](=[CH:34][CH:35]=[CH:36][CH:37]=3)[N:32]([CH2:39][CH2:40][CH2:41][O:42][CH3:43])[CH:31]=2)[CH2:9]1)=[O:7])([CH3:4])([CH3:2])[CH3:3], predict the reactants needed to synthesize it. The reactants are: [C:1]([O:5][C:6]([N:8]1[CH2:13][C@@H:12]([NH:14][S:15]([C:18]2[CH:23]=[CH:22][CH:21]=[CH:20][C:19]=2[N+:24]([O-:26])=[O:25])(=[O:17])=[O:16])[CH2:11][C@@H:10]([C:27](=[O:47])[N:28]([CH:44]2[CH2:46][CH2:45]2)[CH2:29][C:30]2[C:38]3[C:33](=[CH:34][CH:35]=[CH:36][CH:37]=3)[N:32]([CH2:39][CH2:40][CH2:41][O:42][CH3:43])[CH:31]=2)[CH2:9]1)=[O:7])([CH3:4])([CH3:3])[CH3:2].O[CH2:49][CH2:50][N:51]1[C:59](=[O:60])[C:58]2[C:53](=[CH:54][CH:55]=[CH:56][CH:57]=2)[C:52]1=[O:61].C1C=CC(P(C2C=CC=CC=2)C2C=CC=CC=2)=CC=1.CCOC(/N=N/C(OCC)=O)=O. (4) Given the product [F:35][C:34]([F:37])([F:36])[C:32]([OH:38])=[O:33].[CH2:1]([N:8]1[CH2:12][CH2:11][C:10]2([C:20]3[C:15](=[CH:16][CH:17]=[CH:18][C:19]=3[CH2:21][NH2:22])[NH:14][CH2:13]2)[CH2:9]1)[C:2]1[CH:7]=[CH:6][CH:5]=[CH:4][CH:3]=1, predict the reactants needed to synthesize it. The reactants are: [CH2:1]([N:8]1[CH2:12][CH2:11][C:10]2([C:20]3[C:15](=[CH:16][CH:17]=[CH:18][C:19]=3[CH2:21][NH2:22])[N:14](CC3C=CC(OC)=CC=3)[CH2:13]2)[CH2:9]1)[C:2]1[CH:7]=[CH:6][CH:5]=[CH:4][CH:3]=1.[C:32]([OH:38])([C:34]([F:37])([F:36])[F:35])=[O:33]. (5) Given the product [OH:12][CH2:11][CH2:10][C@@H:8]1[CH2:9][C@@H:7]1[CH:4]1[CH2:5][CH2:6][N:1]([C:14]2[N:19]=[CH:18][C:17]([C:20]([OH:23])([CH3:22])[CH3:21])=[CH:16][N:15]=2)[CH2:2][CH2:3]1, predict the reactants needed to synthesize it. The reactants are: [NH:1]1[CH2:6][CH2:5][CH:4]([C@H:7]2[CH2:9][C@H:8]2[CH2:10][CH2:11][OH:12])[CH2:3][CH2:2]1.Cl[C:14]1[N:19]=[CH:18][C:17]([C:20]([OH:23])([CH3:22])[CH3:21])=[CH:16][N:15]=1.C(=O)([O-])[O-].[Cs+].[Cs+]. (6) Given the product [CH:21]([O:20][C:17]1[CH:18]=[CH:19][C:14]([C:8]2([C:4]3[CH:5]=[CH:6][CH:7]=[C:2]([NH:66][C:65]4[CH:67]=[CH:68][CH:69]=[C:63]([O:62][CH3:61])[CH:64]=4)[CH:3]=3)[CH2:12][O:11][C:10]([NH2:13])=[N:9]2)=[CH:15][C:16]=1[CH3:24])([CH3:23])[CH3:22], predict the reactants needed to synthesize it. The reactants are: Br[C:2]1[CH:3]=[C:4]([C:8]2([C:14]3[CH:19]=[CH:18][C:17]([O:20][CH:21]([CH3:23])[CH3:22])=[C:16]([CH3:24])[CH:15]=3)[CH2:12][O:11][C:10]([NH2:13])=[N:9]2)[CH:5]=[CH:6][CH:7]=1.CC(C)([O-])C.[Na+].C(P(C(C)(C)C)C1C=CC=CC=1C1C(C(C)C)=CC(C(C)C)=CC=1C(C)C)(C)(C)C.[CH3:61][O:62][C:63]1[CH:64]=[C:65]([CH:67]=[CH:68][CH:69]=1)[NH2:66]. (7) Given the product [OH:18][C:5]1[CH:4]=[CH:3][C:2]([CH3:1])=[CH:17][C:6]=1[O:7][C:8]1[CH:9]=[CH:10][C:11]([C:12]([OH:14])=[O:13])=[CH:15][CH:16]=1, predict the reactants needed to synthesize it. The reactants are: [CH3:1][C:2]1[CH:3]=[CH:4][C:5]([O:18]C)=[C:6]([CH:17]=1)[O:7][C:8]1[CH:16]=[CH:15][C:11]([C:12]([OH:14])=[O:13])=[CH:10][CH:9]=1.